This data is from Peptide-MHC class II binding affinity with 134,281 pairs from IEDB. The task is: Regression. Given a peptide amino acid sequence and an MHC pseudo amino acid sequence, predict their binding affinity value. This is MHC class II binding data. (1) The peptide sequence is LLNRNNSFKPFAEYK. The MHC is HLA-DQA10102-DQB10602 with pseudo-sequence HLA-DQA10102-DQB10602. The binding affinity (normalized) is 0.189. (2) The peptide sequence is TRRFLPQILAECARR. The MHC is DRB1_1301 with pseudo-sequence DRB1_1301. The binding affinity (normalized) is 0.669. (3) The peptide sequence is DKSKPKVYQWFDL. The MHC is DRB3_0101 with pseudo-sequence DRB3_0101. The binding affinity (normalized) is 0. (4) The peptide sequence is GIHTVFGSAFQGLFG. The MHC is DRB1_0301 with pseudo-sequence DRB1_0301. The binding affinity (normalized) is 0. (5) The peptide sequence is NEDDSNFAHWTEARIML. The MHC is DRB1_0404 with pseudo-sequence DRB1_0404. The binding affinity (normalized) is 0.0434. (6) The binding affinity (normalized) is 0. The peptide sequence is ERFALNPGLLETSEGCK. The MHC is DRB5_0101 with pseudo-sequence DRB5_0101.